Dataset: Catalyst prediction with 721,799 reactions and 888 catalyst types from USPTO. Task: Predict which catalyst facilitates the given reaction. (1) Reactant: C([O:4][CH2:5][C:6]([C:13]#[C:14][C:15]1[C:23]2[C:22]([Cl:24])=[N:21][C:20]([NH2:25])=[N:19][C:18]=2[N:17]([CH2:26][C:27]2[C:32]([CH3:33])=[C:31]([O:34][CH3:35])[C:30]([CH3:36])=[CH:29][N:28]=2)[CH:16]=1)([OH:12])[CH2:7][O:8]C(=O)C)(=O)C.CCN(CC)CC. Product: [NH2:25][C:20]1[N:21]=[C:22]([Cl:24])[C:23]2[C:15]([C:14]#[C:13][C:6]([OH:12])([CH2:7][OH:8])[CH2:5][OH:4])=[CH:16][N:17]([CH2:26][C:27]3[C:32]([CH3:33])=[C:31]([O:34][CH3:35])[C:30]([CH3:36])=[CH:29][N:28]=3)[C:18]=2[N:19]=1. The catalyst class is: 36. (2) Reactant: [NH:1]1[CH:5]=[C:4]([C:6]([OH:8])=[O:7])[N:3]=[CH:2]1.F[C:10]1[CH:15]=[CH:14][C:13]([S:16]([CH3:19])(=[O:18])=[O:17])=[CH:12][C:11]=1[F:20].C(N(CC)C(C)C)(C)C. Product: [F:20][C:11]1[CH:12]=[C:13]([S:16]([CH3:19])(=[O:18])=[O:17])[CH:14]=[CH:15][C:10]=1[N:1]1[CH:5]=[C:4]([C:6]([OH:8])=[O:7])[N:3]=[CH:2]1. The catalyst class is: 9. (3) Reactant: N1C=CC=CC=1.[F:7][C:8]1[CH:9]=[CH:10][C:11]([CH3:15])=[C:12]([CH:14]=1)[NH2:13].[CH3:16][S:17](Cl)(=[O:19])=[O:18]. Product: [F:7][C:8]1[CH:9]=[CH:10][C:11]([CH3:15])=[C:12]([NH:13][S:17]([CH3:16])(=[O:19])=[O:18])[CH:14]=1. The catalyst class is: 2. (4) Reactant: [NH2:1][C:2]1[S:3][C:4]2[CH:10]=[C:9]([C:11](OCC)=[O:12])[CH:8]=[CH:7][C:5]=2[N:6]=1.[H-].[H-].[H-].[H-].[Li+].[Al+3]. Product: [NH2:1][C:2]1[S:3][C:4]2[CH:10]=[C:9]([CH2:11][OH:12])[CH:8]=[CH:7][C:5]=2[N:6]=1. The catalyst class is: 1. (5) Reactant: Br[CH2:2][CH2:3][CH2:4][Cl:5].[NH:6]1[CH2:11][CH2:10][CH2:9][CH2:8][CH2:7]1. Product: [Cl:5][CH2:4][CH2:3][CH2:2][N:6]1[CH2:11][CH2:10][CH2:9][CH2:8][CH2:7]1. The catalyst class is: 1.